This data is from Full USPTO retrosynthesis dataset with 1.9M reactions from patents (1976-2016). The task is: Predict the reactants needed to synthesize the given product. (1) The reactants are: [CH3:1][C:2]1[N:3]=[C:4]2[S:19][CH:18]=[CH:17][N:5]2[C:6](=[O:16])[C:7]=1[C:8]1[CH:15]=[CH:14][C:11]([C:12]#[N:13])=[CH:10][CH:9]=1.[CH3:20][O:21][C:22]1[C:23]([O:30][CH2:31][CH2:32][O:33][CH3:34])=[C:24]([CH:27]=[CH:28][CH:29]=1)[CH:25]=O.[O-]CC.[Na+]. Given the product [CH3:20][O:21][C:22]1[C:23]([O:30][CH2:31][CH2:32][O:33][CH3:34])=[C:24](/[CH:25]=[CH:1]/[C:2]2[N:3]=[C:4]3[S:19][CH:18]=[CH:17][N:5]3[C:6](=[O:16])[C:7]=2[C:8]2[CH:9]=[CH:10][C:11]([C:12]#[N:13])=[CH:14][CH:15]=2)[CH:27]=[CH:28][CH:29]=1, predict the reactants needed to synthesize it. (2) The reactants are: [Cl:1][C:2]1[N:3]=[C:4](Cl)[C:5]2[CH:10]=[CH:9][S:8][C:6]=2[N:7]=1.CO.[NH:14]1[CH2:19][CH2:18][O:17][CH2:16][CH2:15]1. Given the product [Cl:1][C:2]1[N:3]=[C:4]([N:14]2[CH2:19][CH2:18][O:17][CH2:16][CH2:15]2)[C:5]2[CH:10]=[CH:9][S:8][C:6]=2[N:7]=1, predict the reactants needed to synthesize it. (3) Given the product [Br:1][C:2]1[C:7]([CH3:8])=[N:6][C:5]([Cl:11])=[CH:4][C:3]=1[CH3:10], predict the reactants needed to synthesize it. The reactants are: [Br:1][C:2]1[C:3]([CH3:10])=[CH:4][C:5](N)=[N:6][C:7]=1[CH3:8].[ClH:11].N([O-])=O.[Na+].[OH-].[Na+]. (4) Given the product [CH3:1][C:2]1[N:3]([C:17]2[CH:22]=[CH:21][C:20]([C:26]3[CH:27]=[CH:28][S:24][CH:25]=3)=[CH:19][CH:18]=2)[C:4]([C:7]2[CH:12]=[CH:11][C:10]([S:13]([CH3:16])(=[O:15])=[O:14])=[CH:9][CH:8]=2)=[CH:5][CH:6]=1, predict the reactants needed to synthesize it. The reactants are: [CH3:1][C:2]1[N:3]([C:17]2[CH:22]=[CH:21][C:20](Br)=[CH:19][CH:18]=2)[C:4]([C:7]2[CH:12]=[CH:11][C:10]([S:13]([CH3:16])(=[O:15])=[O:14])=[CH:9][CH:8]=2)=[CH:5][CH:6]=1.[S:24]1[CH:28]=[CH:27][C:26](B(O)O)=[CH:25]1.C([O-])(O)=O.[Na+].